Task: Predict the reaction yield, written as a fraction of the theoretical maximum amount of product (1.0 means a 100% yield; for example, 0.34 means a 34% yield).. Dataset: Reaction yield outcomes from USPTO patents with 853,638 reactions (1) The reactants are Br[C:2]1[CH:3]=[C:4]2[C:9](=[N:10][C:11]=1[O:12][CH3:13])[N:8]([C@@H:14]([CH:24]([CH3:26])[CH3:25])[CH2:15][O:16][Si:17]([C:20]([CH3:23])([CH3:22])[CH3:21])([CH3:19])[CH3:18])[CH:7]=[C:6]([C:27]([O:29][CH2:30][CH3:31])=[O:28])[C:5]2=[O:32].[CH3:33][C:34]1[CH:35]=[CH:36][C:37]([CH2:40][NH2:41])=[CH:38][CH:39]=1.C1C=CC(P(C2C(C3C(P(C4C=CC=CC=4)C4C=CC=CC=4)=CC=C4C=3C=CC=C4)=C3C(C=CC=C3)=CC=2)C2C=CC=CC=2)=CC=1.C([O-])([O-])=O.[Cs+].[Cs+]. The catalyst is O1CCOCC1.CC([O-])=O.CC([O-])=O.[Pd+2]. The product is [Si:17]([O:16][CH2:15][C@@H:14]([N:8]1[C:9]2[C:4](=[CH:3][C:2]([NH:41][CH2:40][C:37]3[CH:38]=[CH:39][C:34]([CH3:33])=[CH:35][CH:36]=3)=[C:11]([O:12][CH3:13])[N:10]=2)[C:5](=[O:32])[C:6]([C:27]([O:29][CH2:30][CH3:31])=[O:28])=[CH:7]1)[CH:24]([CH3:26])[CH3:25])([C:20]([CH3:23])([CH3:22])[CH3:21])([CH3:19])[CH3:18]. The yield is 0.800. (2) The reactants are [Cl:1][C:2]1[CH:3]=[CH:4][C:5]([CH:24]=[O:25])=[C:6]2[C:10]=1[N:9]=[C:8]1[CH:11]([C:16]3[CH:21]=[CH:20][C:19]([Cl:22])=[CH:18][C:17]=3[Cl:23])[O:12][CH2:13][CH2:14][CH2:15][N:7]21.[CH:26]1([Mg]Br)[CH2:28][CH2:27]1. The catalyst is O1CCCC1. The product is [Cl:1][C:2]1[C:10]2[N:9]=[C:8]3[CH:11]([C:16]4[CH:21]=[CH:20][C:19]([Cl:22])=[CH:18][C:17]=4[Cl:23])[O:12][CH2:13][CH2:14][CH2:15][N:7]3[C:6]=2[C:5]([CH:24]([CH:26]2[CH2:28][CH2:27]2)[OH:25])=[CH:4][CH:3]=1. The yield is 0.830. (3) The reactants are [NH2:1][CH:2]1[CH2:7][CH2:6][N:5]([C:8]([O:10][CH2:11][C:12]2[CH:17]=[CH:16][CH:15]=[CH:14][CH:13]=2)=[O:9])[CH2:4][CH2:3]1.[C:18]([NH:25][CH2:26][CH:27]=O)([O:20][C:21]([CH3:24])([CH3:23])[CH3:22])=[O:19].[BH4-].[Na+]. The catalyst is CO. The product is [CH2:11]([O:10][C:8]([N:5]1[CH2:4][CH2:3][CH:2]([NH:1][CH2:27][CH2:26][NH:25][C:18]([O:20][C:21]([CH3:24])([CH3:23])[CH3:22])=[O:19])[CH2:7][CH2:6]1)=[O:9])[C:12]1[CH:17]=[CH:16][CH:15]=[CH:14][CH:13]=1. The yield is 0.230. (4) The reactants are [CH2:1]([C:3]1[NH:4][C:5](=[O:27])[C:6]([CH2:12][C:13]2[CH:18]=[CH:17][C:16]([C:19]3[C:20]([C:25]#[N:26])=[CH:21][CH:22]=[CH:23][CH:24]=3)=[CH:15][CH:14]=2)=[C:7]([CH2:9][CH2:10][CH3:11])[N:8]=1)[CH3:2].[C:28]([O:32][C:33]1[CH:38]=[CH:37][C:36](B(O)O)=[CH:35][CH:34]=1)([CH3:31])([CH3:30])[CH3:29].C(N(CC)CC)C.N1C=CC=CC=1. The catalyst is ClCCl.C(OCC)(=O)C.C([O-])(=O)C.[Cu+2].C([O-])(=O)C. The product is [C:28]([O:32][C:33]1[CH:38]=[CH:37][C:36]([N:4]2[C:5](=[O:27])[C:6]([CH2:12][C:13]3[CH:18]=[CH:17][C:16]([C:19]4[C:20]([C:25]#[N:26])=[CH:21][CH:22]=[CH:23][CH:24]=4)=[CH:15][CH:14]=3)=[C:7]([CH2:9][CH2:10][CH3:11])[N:8]=[C:3]2[CH2:1][CH3:2])=[CH:35][CH:34]=1)([CH3:31])([CH3:29])[CH3:30]. The yield is 0.660. (5) The reactants are [C:1]([O:5][C:6]([N:8]1[CH2:13][CH2:12][N:11]([C:14]2[C:15]3[CH2:23][CH2:22][C@H:21]([CH3:24])[N:20](C(=O)C(OC)(C4C=CC=CC=4)C(F)(F)F)[C:16]=3[N:17]=[CH:18][N:19]=2)[CH2:10][CH2:9]1)=[O:7])([CH3:4])([CH3:3])[CH3:2].[Li+].[OH-].Cl. The catalyst is CO. The product is [C:1]([O:5][C:6]([N:8]1[CH2:9][CH2:10][N:11]([C:14]2[C:15]3[CH2:23][CH2:22][C@H:21]([CH3:24])[NH:20][C:16]=3[N:17]=[CH:18][N:19]=2)[CH2:12][CH2:13]1)=[O:7])([CH3:4])([CH3:2])[CH3:3]. The yield is 0.630. (6) The reactants are S(OS(C(F)(F)F)(=O)=O)(C(F)(F)F)(=O)=O.C1(P(=O)(C2C=CC=CC=2)C2C=CC=CC=2)C=CC=CC=1.[CH2:36]([O:38][C:39](=[O:53])[CH2:40][C:41]([C:43]1[CH:52]=[CH:51][C:50]2[C:45](=[CH:46][CH:47]=[CH:48][CH:49]=2)[CH:44]=1)=O)[CH3:37].C(N(CC)CC)C. The catalyst is ClCCCl. The product is [CH2:36]([O:38][C:39](=[O:53])[C:40]#[C:41][C:43]1[CH:52]=[CH:51][C:50]2[C:45](=[CH:46][CH:47]=[CH:48][CH:49]=2)[CH:44]=1)[CH3:37]. The yield is 0.370. (7) The reactants are [S:1]1[C:5]2[CH:6]=[C:7]([N:10]3[CH2:14][CH2:13][N:12]([C:15]4[CH:16]=[N:17][CH:18]=[CH:19][C:20]=4Cl)[C:11]3=[O:22])[CH:8]=[CH:9][C:4]=2[N:3]=[CH:2]1.[CH3:23][N:24]1[CH2:29][CH2:28][CH:27]([CH2:30][OH:31])[CH2:26][CH2:25]1.[OH-].[K+].C([O-])([O-])=O.[K+].[K+]. The catalyst is C1(C)C=CC=CC=1. The product is [S:1]1[C:5]2[CH:6]=[C:7]([N:10]3[CH2:14][CH2:13][N:12]([C:15]4[CH:16]=[N:17][CH:18]=[CH:19][C:20]=4[O:31][CH2:30][CH:27]4[CH2:28][CH2:29][N:24]([CH3:23])[CH2:25][CH2:26]4)[C:11]3=[O:22])[CH:8]=[CH:9][C:4]=2[N:3]=[CH:2]1. The yield is 0.0500.